Dataset: Full USPTO retrosynthesis dataset with 1.9M reactions from patents (1976-2016). Task: Predict the reactants needed to synthesize the given product. Given the product [CH2:17]([C@H:24]1[CH2:28][O:27][C:26](=[O:29])[N:25]1[C:6](=[O:8])[CH2:5][CH2:4][CH2:3][C:2]([F:1])([F:10])[F:9])[C:18]1[CH:19]=[CH:20][CH:21]=[CH:22][CH:23]=1, predict the reactants needed to synthesize it. The reactants are: [F:1][C:2]([F:10])([F:9])[CH2:3][CH2:4][CH2:5][C:6]([OH:8])=O.C(Cl)(=O)C(Cl)=O.[CH2:17]([C@H:24]1[CH2:28][O:27][C:26](=[O:29])[NH:25]1)[C:18]1[CH:23]=[CH:22][CH:21]=[CH:20][CH:19]=1.[Li]CCCC.